Dataset: Reaction yield outcomes from USPTO patents with 853,638 reactions. Task: Predict the reaction yield, written as a fraction of the theoretical maximum amount of product (1.0 means a 100% yield; for example, 0.34 means a 34% yield). (1) The reactants are [NH2:1][CH2:2]/[C:3](/[CH3:29])=[CH:4]/[C:5]1[CH:26]=[C:25]([F:27])[C:8]([O:9][C:10]2[CH:15]=[CH:14][C:13]([S:16]([NH:19][CH2:20][CH2:21][N:22]([CH3:24])[CH3:23])(=[O:18])=[O:17])=[CH:12][CH:11]=2)=[C:7]([F:28])[CH:6]=1.Cl.[N:31]1([CH:36](N)[NH2:37])C=CC=N1. The catalyst is C1COCC1. The product is [F:28][C:7]1[CH:6]=[C:5](/[CH:4]=[C:3](\[CH3:29])/[CH2:2][NH:1][C:36]([NH2:37])=[NH:31])[CH:26]=[C:25]([F:27])[C:8]=1[O:9][C:10]1[CH:15]=[CH:14][C:13]([S:16]([NH:19][CH2:20][CH2:21][N:22]([CH3:24])[CH3:23])(=[O:17])=[O:18])=[CH:12][CH:11]=1. The yield is 0.260. (2) The reactants are [F:1][C:2]([F:9])([F:8])[C:3](=O)[CH2:4][C:5]#[N:6].[Cl:10][C:11]1[C:12]([O:19][CH3:20])=[C:13]([NH:17][NH2:18])[CH:14]=[CH:15][CH:16]=1. The catalyst is C(O)C. The product is [Cl:10][C:11]1[C:12]([O:19][CH3:20])=[C:13]([N:17]2[C:5]([NH2:6])=[CH:4][C:3]([C:2]([F:9])([F:8])[F:1])=[N:18]2)[CH:14]=[CH:15][CH:16]=1. The yield is 0.240. (3) The reactants are [Br:1][C:2]1[CH:11]=[CH:10][C:9]2[C:4](=[CH:5][CH:6]=[C:7]([NH2:13])[C:8]=2[NH2:12])[CH:3]=1.[C:14]([O:18][C:19]([N:21]1[C@H:26]([C:27](O)=[O:28])[C@H:25]2[CH2:30][C@@H:22]1[CH2:23][CH2:24]2)=[O:20])([CH3:17])([CH3:16])[CH3:15].CN(C(ON1N=NC2C=CC=NC1=2)=[N+](C)C)C.F[P-](F)(F)(F)(F)F.CCN(C(C)C)C(C)C. The catalyst is C(Cl)Cl. The product is [NH2:12][C:8]1[C:9]2[C:4](=[CH:3][C:2]([Br:1])=[CH:11][CH:10]=2)[CH:5]=[CH:6][C:7]=1[NH:13][C:27]([C@@H:26]1[C@H:25]2[CH2:30][C@H:22]([CH2:23][CH2:24]2)[N:21]1[C:19]([O:18][C:14]([CH3:17])([CH3:16])[CH3:15])=[O:20])=[O:28]. The yield is 0.950. (4) The reactants are [F:1][C:2]1[CH:7]=[CH:6][CH:5]=[CH:4][C:3]=1[C:8](=[O:10])[CH3:9].ClC1C=C(C2O[N:22]=[C:21]([C:24]([OH:26])=[O:25])C=2)C=CC=1F. No catalyst specified. The product is [F:1][C:2]1[CH:7]=[CH:6][CH:5]=[CH:4][C:3]=1[C:8]1[O:10][N:22]=[C:21]([C:24]([OH:26])=[O:25])[CH:9]=1. The yield is 0.235. (5) The product is [C:1]([O:5][C:6]([N:8]1[CH2:9][CH2:10][N:11]([CH:14]([C:21]2[CH:26]=[CH:25][CH:24]=[CH:23][C:22]=2[F:27])[CH2:15][N:16]([CH2:31][CH3:32])[S:17]([CH3:20])(=[O:19])=[O:18])[CH2:12][CH2:13]1)=[O:7])([CH3:4])([CH3:2])[CH3:3]. The reactants are [C:1]([O:5][C:6]([N:8]1[CH2:13][CH2:12][N:11]([CH:14]([C:21]2[CH:26]=[CH:25][CH:24]=[CH:23][C:22]=2[F:27])[CH2:15][NH:16][S:17]([CH3:20])(=[O:19])=[O:18])[CH2:10][CH2:9]1)=[O:7])([CH3:4])([CH3:3])[CH3:2].[H-].[Na+].I[CH2:31][CH3:32]. The catalyst is C1COCC1.CCOC(C)=O. The yield is 0.360. (6) The reactants are [CH3:1][O:2][C:3]([O:7][CH3:8])(C)[CH:4]=[O:5].CO[CH:11](OC)[N:12]([CH3:14])[CH3:13].[CH3:17]O. No catalyst specified. The product is [CH3:13][N:12]([CH3:14])[CH:11]=[CH:17][C:4](=[O:5])[CH:3]([O:7][CH3:8])[O:2][CH3:1]. The yield is 0.700.